This data is from Catalyst prediction with 721,799 reactions and 888 catalyst types from USPTO. The task is: Predict which catalyst facilitates the given reaction. (1) Reactant: C([O:3][C:4](=O)[CH:5]=[C:6]([O:18][C:19]1[CH:24]=[CH:23][CH:22]=[CH:21][C:20]=1[Cl:25])[CH2:7][NH:8][C@H:9]([C:14]([O:16][CH3:17])=[O:15])[CH2:10][CH2:11][S:12][CH3:13])C. Product: [CH3:17][O:16][C:14](=[O:15])[C@@H:9]([N:8]1[CH2:7][C:6]([O:18][C:19]2[CH:24]=[CH:23][CH:22]=[CH:21][C:20]=2[Cl:25])=[CH:5][C:4]1=[O:3])[CH2:10][CH2:11][S:12][CH3:13]. The catalyst class is: 10. (2) Reactant: [NH2:1][C:2]1[CH:3]=[C:4]2[C:8](=[CH:9][CH:10]=1)[C:7](=O)[CH2:6][CH2:5]2.[Si:12]([O:19][NH2:20])([C:15]([CH3:18])([CH3:17])[CH3:16])([CH3:14])[CH3:13].S(O)(C1C=CC(C)=CC=1)(=O)=O.O. Product: [Si:12]([O:19][N:20]=[C:7]1[C:8]2[C:4](=[CH:3][C:2]([NH2:1])=[CH:10][CH:9]=2)[CH2:5][CH2:6]1)([C:15]([CH3:18])([CH3:17])[CH3:16])([CH3:14])[CH3:13]. The catalyst class is: 22. (3) Reactant: [CH3:1][O:2][C:3]1[CH:12]=[C:11]2[C:6]([CH:7]=[CH:8][C:9](=[O:13])[NH:10]2)=[N:5][CH:4]=1.[H-].[Na+].[F:16][C:17]([F:55])([F:54])[C:18]([N:20]([C@H:33]1[CH2:38][CH2:37][C@H:36]([CH:39]2[CH2:41][N:40]2[S:42]([C:45]2[CH:50]=[CH:49][CH:48]=[CH:47][C:46]=2[N+:51]([O-:53])=[O:52])(=[O:44])=[O:43])[CH2:35][CH2:34]1)[CH2:21][C:22]1[CH:23]=[CH:24][C:25]2[O:26][CH2:27][C:28](=[O:32])[NH:29][C:30]=2[N:31]=1)=[O:19]. Product: [F:55][C:17]([F:16])([F:54])[C:18]([N:20]([C@H:33]1[CH2:38][CH2:37][C@H:36]([CH:39]([NH:40][S:42]([C:45]2[CH:50]=[CH:49][CH:48]=[CH:47][C:46]=2[N+:51]([O-:53])=[O:52])(=[O:43])=[O:44])[CH2:41][N:10]2[C:11]3[C:6](=[N:5][CH:4]=[C:3]([O:2][CH3:1])[CH:12]=3)[CH:7]=[CH:8][C:9]2=[O:13])[CH2:35][CH2:34]1)[CH2:21][C:22]1[CH:23]=[CH:24][C:25]2[O:26][CH2:27][C:28](=[O:32])[NH:29][C:30]=2[N:31]=1)=[O:19]. The catalyst class is: 3. (4) Reactant: [NH2:1][C:2]1[CH:9]=[CH:8][C:5]([C:6]#[N:7])=[C:4]([C:10]([F:13])([F:12])[F:11])[CH:3]=1.C(=O)([O-])[O-].[Cs+].[Cs+].Br[CH2:21][CH2:22][F:23]. Product: [F:23][CH2:22][CH2:21][NH:1][C:2]1[CH:9]=[CH:8][C:5]([C:6]#[N:7])=[C:4]([C:10]([F:11])([F:12])[F:13])[CH:3]=1. The catalyst class is: 10.